This data is from Reaction yield outcomes from USPTO patents with 853,638 reactions. The task is: Predict the reaction yield, written as a fraction of the theoretical maximum amount of product (1.0 means a 100% yield; for example, 0.34 means a 34% yield). (1) The reactants are [F:1][C:2]1[CH:7]=[C:6]([CH:8]=[O:9])[CH:5]=[CH:4][C:3]=1[C:10]1[CH:15]=[CH:14][CH:13]=[CH:12][CH:11]=1.[BH4-].[Na+].[OH-].[Na+]. The catalyst is C(O)C. The product is [F:1][C:2]1[CH:7]=[C:6]([CH2:8][OH:9])[CH:5]=[CH:4][C:3]=1[C:10]1[CH:11]=[CH:12][CH:13]=[CH:14][CH:15]=1. The yield is 0.800. (2) The reactants are C(N(CC)C(C)C)(C)C.[C:10]([O:14][C:15](=[O:42])[N:16]([CH:18]1[CH2:23][CH2:22][CH:21]([NH:24][CH2:25][C:26]2[CH:27]=[C:28]([C:34]3[CH:39]=[CH:38][C:37]([C:40]#[N:41])=[CH:36][CH:35]=3)[C:29]([O:32][CH3:33])=[CH:30][CH:31]=2)[CH2:20][CH2:19]1)[CH3:17])([CH3:13])([CH3:12])[CH3:11].[Cl:43][C:44]1[C:45]2[CH:55]=[CH:54][CH:53]=[CH:52][C:46]=2[S:47][C:48]=1[C:49](Cl)=[O:50]. The catalyst is ClCCl. The product is [C:10]([O:14][C:15](=[O:42])[N:16]([CH:18]1[CH2:23][CH2:22][CH:21]([N:24]([C:49]([C:48]2[S:47][C:46]3[CH:52]=[CH:53][CH:54]=[CH:55][C:45]=3[C:44]=2[Cl:43])=[O:50])[CH2:25][C:26]2[CH:27]=[C:28]([C:34]3[CH:39]=[CH:38][C:37]([C:40]#[N:41])=[CH:36][CH:35]=3)[C:29]([O:32][CH3:33])=[CH:30][CH:31]=2)[CH2:20][CH2:19]1)[CH3:17])([CH3:13])([CH3:11])[CH3:12]. The yield is 0.930. (3) The reactants are [OH:1][CH2:2][CH:3]1[C:31]2[C:26](=[CH:27][CH:28]=[CH:29][CH:30]=2)[O:25][C:5]2([CH2:10][CH2:9][N:8]([C:11]([C:13]3[CH:18]=[CH:17][C:16]([O:19][CH:20]([CH3:22])[CH3:21])=[C:15]([O:23][CH3:24])[CH:14]=3)=[O:12])[CH2:7][CH2:6]2)[CH2:4]1.[CH3:32][S:33](Cl)(=[O:35])=[O:34].O. The catalyst is C(Cl)Cl. The product is [CH3:32][S:33]([O:1][CH2:2][CH:3]1[C:31]2[C:26](=[CH:27][CH:28]=[CH:29][CH:30]=2)[O:25][C:5]2([CH2:10][CH2:9][N:8]([C:11](=[O:12])[C:13]3[CH:18]=[CH:17][C:16]([O:19][CH:20]([CH3:21])[CH3:22])=[C:15]([O:23][CH3:24])[CH:14]=3)[CH2:7][CH2:6]2)[CH2:4]1)(=[O:35])=[O:34]. The yield is 0.860. (4) The reactants are [NH2:1][C:2]1[C:13]([O:14][CH3:15])=[CH:12][C:5]2[CH2:6][C:7](=[O:11])[NH:8][CH2:9][CH2:10][C:4]=2[CH:3]=1.Cl[C:17]1[N:22]=[C:21]([NH:23][C@@H:24]2[CH2:29][CH2:28][CH2:27][CH2:26][C@H:25]2[NH:30][S:31]([CH3:34])(=[O:33])=[O:32])[C:20]([Cl:35])=[CH:19][N:18]=1.Cl.O1CCOCC1. The catalyst is COCCO. The product is [Cl:35][C:20]1[C:21]([NH:23][C@@H:24]2[CH2:29][CH2:28][CH2:27][CH2:26][C@H:25]2[NH:30][S:31]([CH3:34])(=[O:33])=[O:32])=[N:22][C:17]([NH:1][C:2]2[C:13]([O:14][CH3:15])=[CH:12][C:5]3[CH2:6][C:7](=[O:11])[NH:8][CH2:9][CH2:10][C:4]=3[CH:3]=2)=[N:18][CH:19]=1. The yield is 0.300. (5) The reactants are [CH3:1][C:2]1[N:7]=[C:6]2[S:8][C:9]3[CH2:14][CH2:13][CH2:12][CH2:11][C:10]=3[C:5]2=[C:4]([C:15]2[CH:20]=[CH:19][C:18]([O:21][CH3:22])=[C:17]([O:23][CH3:24])[CH:16]=2)[C:3]=1[CH2:25][C:26]([O:28][CH3:29])=[O:27].[Li+].C[Si]([N-][Si](C)(C)C)(C)C.[CH2:40]1[CH2:44]OC[CH2:41]1.ICCC. The catalyst is CN(C=O)C. The product is [CH3:1][C:2]1[N:7]=[C:6]2[S:8][C:9]3[CH2:14][CH2:13][CH2:12][CH2:11][C:10]=3[C:5]2=[C:4]([C:15]2[CH:20]=[CH:19][C:18]([O:21][CH3:22])=[C:17]([O:23][CH3:24])[CH:16]=2)[C:3]=1[CH:25]([CH2:41][CH2:40][CH3:44])[C:26]([O:28][CH3:29])=[O:27]. The yield is 0.620. (6) The product is [F:1][C:2]1[CH:3]=[C:4]([N:5]([CH3:6])[CH:13]([C:15]2[CH:16]=[C:17]([C:32]([NH:34][CH2:35][CH2:36][N:37]([CH3:39])[CH3:38])=[O:33])[CH:18]=[C:19]3[C:24]=2[O:23][C:22]([N:25]2[CH2:30][CH2:29][O:28][CH2:27][CH2:26]2)=[CH:21][C:20]3=[O:31])[CH3:14])[CH:7]=[CH:8][C:9]=1[F:10]. The yield is 0.456. No catalyst specified. The reactants are [F:1][C:2]1[CH:3]=[C:4]([CH:7]=[CH:8][C:9]=1[F:10])[NH:5][CH3:6].Br.Br[CH:13]([C:15]1[CH:16]=[C:17]([C:32]([NH:34][CH2:35][CH2:36][N:37]([CH3:39])[CH3:38])=[O:33])[CH:18]=[C:19]2[C:24]=1[O:23][C:22]([N:25]1[CH2:30][CH2:29][O:28][CH2:27][CH2:26]1)=[CH:21][C:20]2=[O:31])[CH3:14]. (7) The reactants are [CH3:1][O:2][C:3]1[CH:9]=[CH:8][C:7]([C:10]([F:13])([F:12])[F:11])=[CH:6][C:4]=1[NH2:5].C1N=CN([C:19](N2C=NC=C2)=[O:20])C=1.[CH3:26][NH:27][C:28]([C:30]1[CH:35]=[C:34]([O:36][C:37]2[CH:43]=[CH:42][C:40]([NH2:41])=[CH:39][CH:38]=2)[CH:33]=[CH:32][N:31]=1)=[O:29].O. The catalyst is C(Cl)Cl. The product is [CH3:1][O:2][C:3]1[CH:9]=[CH:8][C:7]([C:10]([F:11])([F:12])[F:13])=[CH:6][C:4]=1[NH:5][C:19]([NH:41][C:40]1[CH:42]=[CH:43][C:37]([O:36][C:34]2[CH:33]=[CH:32][N:31]=[C:30]([C:28](=[O:29])[NH:27][CH3:26])[CH:35]=2)=[CH:38][CH:39]=1)=[O:20]. The yield is 0.300. (8) The reactants are [OH:1][C:2]1([CH2:8][O:9][C:10]2[CH:15]=[C:14]([CH3:16])[C:13]([C:17]3[CH:22]=[CH:21][CH:20]=[C:19]([CH:23]=[O:24])[CH:18]=3)=[C:12]([CH3:25])[CH:11]=2)[CH2:7][CH2:6][S:5][CH2:4][CH2:3]1.O1CCCC1.[BH4-].[Na+]. The catalyst is CO. The product is [OH:24][CH2:23][C:19]1[CH:18]=[C:17]([C:13]2[C:12]([CH3:25])=[CH:11][C:10]([O:9][CH2:8][C:2]3([OH:1])[CH2:7][CH2:6][S:5][CH2:4][CH2:3]3)=[CH:15][C:14]=2[CH3:16])[CH:22]=[CH:21][CH:20]=1. The yield is 0.880. (9) The reactants are [N:1]12[CH2:8][CH2:7][C:4]([C:9]([C:16]3[CH:20]=[CH:19][S:18][CH:17]=3)([C:11]3[CH:15]=[CH:14][S:13][CH:12]=3)[OH:10])([CH2:5][CH2:6]1)[CH2:3][CH2:2]2.[C:21]1([O:27][CH2:28][CH2:29][Br:30])[CH:26]=[CH:25][CH:24]=[CH:23][CH:22]=1. The catalyst is C(Cl)(Cl)Cl. The product is [Br-:30].[OH:10][C:9]([C:11]1[CH:15]=[CH:14][S:13][CH:12]=1)([C:16]1[CH:20]=[CH:19][S:18][CH:17]=1)[C:4]12[CH2:7][CH2:8][N+:1]([CH2:29][CH2:28][O:27][C:21]3[CH:26]=[CH:25][CH:24]=[CH:23][CH:22]=3)([CH2:6][CH2:5]1)[CH2:2][CH2:3]2. The yield is 0.545.